This data is from Forward reaction prediction with 1.9M reactions from USPTO patents (1976-2016). The task is: Predict the product of the given reaction. (1) The product is: [CH3:29][O:30][C:31]([CH3:35])([CH3:34])[CH2:32][NH:33][C:15]([C:14]1[CH:18]=[CH:19][N:20]=[CH:21][C:13]=1[NH:12][C:10]([C:8]1[C:7]([NH:22][C:23]2[CH:28]=[N:27][CH:26]=[N:25][CH:24]=2)=[N:6][CH:5]=[C:4]([CH:1]2[CH2:2][CH2:3]2)[N:9]=1)=[O:11])=[O:17]. Given the reactants [CH:1]1([C:4]2[N:9]=[C:8]([C:10]([NH:12][C:13]3[CH:21]=[N:20][CH:19]=[CH:18][C:14]=3[C:15]([OH:17])=O)=[O:11])[C:7]([NH:22][C:23]3[CH:24]=[N:25][CH:26]=[N:27][CH:28]=3)=[N:6][CH:5]=2)[CH2:3][CH2:2]1.[CH3:29][O:30][C:31]([CH3:35])([CH3:34])[CH2:32][NH2:33], predict the reaction product. (2) Given the reactants [F:1][C:2]([S:5][C:6]1[CH:11]=[CH:10][C:9]([CH:12]=[CH:13][C:14]([NH2:16])=[O:15])=[CH:8][CH:7]=1)([F:4])[F:3].[Cl:17][CH:18](Cl)[C:19](=O)[CH3:20], predict the reaction product. The product is: [Cl:17][CH2:18][C:19]1[N:16]=[C:14]([CH:13]=[CH:12][C:9]2[CH:8]=[CH:7][C:6]([S:5][C:2]([F:4])([F:3])[F:1])=[CH:11][CH:10]=2)[O:15][CH:20]=1.